The task is: Binary Classification. Given a miRNA mature sequence and a target amino acid sequence, predict their likelihood of interaction.. This data is from Experimentally validated miRNA-target interactions with 360,000+ pairs, plus equal number of negative samples. The miRNA is mmu-miR-466i-3p with sequence AUACACACACACAUACACACUA. The protein sequence of the target gene is MAPSAWAICWLLGGLLLHGGSSGPSPGPSVPRLRLSYRDLLSANRSAIFLGPQGSLNLQAMYLDEYRDRLFLGGLDALYSLRLDQAWPDPREVLWPPQPGQREECVRKGRDPLTECANFVRVLQPHNRTHLLACGTGAFQPTCALITVGHRGEHVLHLEPGSVESGRGRCPHEPSRPFASTFIDGELYTGLTADFLGREAMIFRSGGPRPALRSDSDQSLLHDPRFVMAARIPENSDQDNDKVYFFFSETVPSPDGGSNHVTVSRVGRVCVNDAGGQRVLVNKWSTFLKARLVCSVPGPG.... Result: 0 (no interaction).